This data is from Forward reaction prediction with 1.9M reactions from USPTO patents (1976-2016). The task is: Predict the product of the given reaction. (1) Given the reactants C[O:2][C:3](=[O:36])[CH2:4][CH2:5][CH2:6][CH2:7][CH2:8][CH2:9][CH2:10][CH2:11][CH:12]=[CH:13][C@H:14]([CH3:35])[C@H:15]([OH:34])[C@@H:16]([CH3:33])[CH:17]=[CH:18][CH2:19][CH2:20][C@@H:21]([OH:32])[C@@H:22]([CH3:31])[C@H:23]([OH:30])[C@@H:24]([CH3:29])[CH:25]=[CH:26][CH:27]=[CH2:28].Cl, predict the reaction product. The product is: [OH:34][C@H:15]([C@@H:16]([CH3:33])[CH:17]=[CH:18][CH2:19][CH2:20][C@@H:21]([OH:32])[C@@H:22]([CH3:31])[C@H:23]([OH:30])[C@@H:24]([CH3:29])[CH:25]=[CH:26][CH:27]=[CH2:28])[C@@H:14]([CH3:35])[CH:13]=[CH:12][CH2:11][CH2:10][CH2:9][CH2:8][CH2:7][CH2:6][CH2:5][CH2:4][C:3]([OH:36])=[O:2]. (2) Given the reactants [CH3:1][S:2][C:3]1[CH:8]=[C:7]([N+:9]([O-])=O)[CH:6]=[CH:5][C:4]=1[CH2:12][C:13]([OH:15])=[O:14], predict the reaction product. The product is: [NH2:9][C:7]1[CH:6]=[CH:5][C:4]([CH2:12][C:13]([OH:15])=[O:14])=[C:3]([S:2][CH3:1])[CH:8]=1. (3) Given the reactants [NH:1]1[CH:5]=[C:4]([C:6]([O:8][CH2:9][CH3:10])=[O:7])[CH:3]=[N:2]1.[F:11][C:12]1[CH:17]=[CH:16][C:15](I)=[CH:14][CH:13]=1.CNCCNC.P([O-])([O-])([O-])=O.[K+].[K+].[K+], predict the reaction product. The product is: [F:11][C:12]1[CH:17]=[CH:16][C:15]([N:1]2[CH:5]=[C:4]([C:6]([O:8][CH2:9][CH3:10])=[O:7])[CH:3]=[N:2]2)=[CH:14][CH:13]=1. (4) Given the reactants [C:1]([C:5]1[N:10]=[CH:9][C:8]([C:11]2[N:12]([C:32](Cl)=[O:33])[C@@:13]([C:25]3[CH:30]=[CH:29][C:28]([Cl:31])=[CH:27][CH:26]=3)([CH3:24])[C@@:14]([C:17]3[CH:22]=[CH:21][C:20]([Cl:23])=[CH:19][CH:18]=3)([CH3:16])[N:15]=2)=[C:7]([O:35][CH2:36][CH3:37])[CH:6]=1)([CH3:4])([CH3:3])[CH3:2].[N:38]1([C:44]([CH:46]2[CH2:50][CH2:49][CH2:48][O:47]2)=[O:45])[CH2:43][CH2:42][NH:41][CH2:40][CH2:39]1, predict the reaction product. The product is: [C:1]([C:5]1[N:10]=[CH:9][C:8]([C:11]2[N:12]([C:32]([N:41]3[CH2:42][CH2:43][N:38]([C:44]([CH:46]4[CH2:50][CH2:49][CH2:48][O:47]4)=[O:45])[CH2:39][CH2:40]3)=[O:33])[C@@:13]([C:25]3[CH:26]=[CH:27][C:28]([Cl:31])=[CH:29][CH:30]=3)([CH3:24])[C@@:14]([C:17]3[CH:18]=[CH:19][C:20]([Cl:23])=[CH:21][CH:22]=3)([CH3:16])[N:15]=2)=[C:7]([O:35][CH2:36][CH3:37])[CH:6]=1)([CH3:4])([CH3:2])[CH3:3]. (5) Given the reactants [N+:1]([C:4]1[CH:9]=[CH:8][C:7]([C:10]2[N:11]([CH2:20][CH2:21][N:22]3[CH2:27][CH2:26][CH2:25][CH2:24][CH2:23]3)[C:12]3[C:17]([CH:18]=2)=[CH:16][C:15]([NH2:19])=[CH:14][CH:13]=3)=[CH:6][CH:5]=1)([O-:3])=[O:2].C(O)C.I.CS[C:34]([C:36]1[S:37][CH:38]=[CH:39][CH:40]=1)=[NH:35].N, predict the reaction product. The product is: [N+:1]([C:4]1[CH:9]=[CH:8][C:7]([C:10]2[N:11]([CH2:20][CH2:21][N:22]3[CH2:23][CH2:24][CH2:25][CH2:26][CH2:27]3)[C:12]3[C:17]([CH:18]=2)=[CH:16][C:15]([NH:19][C:34]([C:36]2[S:37][CH:38]=[CH:39][CH:40]=2)=[NH:35])=[CH:14][CH:13]=3)=[CH:6][CH:5]=1)([O-:3])=[O:2].